Dataset: Reaction yield outcomes from USPTO patents with 853,638 reactions. Task: Predict the reaction yield, written as a fraction of the theoretical maximum amount of product (1.0 means a 100% yield; for example, 0.34 means a 34% yield). (1) The reactants are [NH:1](C(OC(C)(C)C)=O)[C@H:2]([C:15]([NH:17][C@H:18]([C:26]([OH:28])=[O:27])[CH2:19][CH2:20][CH2:21][NH:22][C:23](=[NH:25])[NH2:24])=[O:16])[CH2:3][C:4]1[CH:9]=[CH:8][C:7]([O:10]C(C)(C)C)=[CH:6][CH:5]=1.C(O)(C(F)(F)F)=O. The catalyst is C(Cl)Cl. The product is [NH2:1][C@H:2]([C:15]([NH:17][C@H:18]([C:26]([OH:28])=[O:27])[CH2:19][CH2:20][CH2:21][NH:22][C:23](=[NH:24])[NH2:25])=[O:16])[CH2:3][C:4]1[CH:5]=[CH:6][C:7]([OH:10])=[CH:8][CH:9]=1. The yield is 0.960. (2) The reactants are [Br:1][C:2]1[CH:7]=[C:6]([F:8])[CH:5]=[C:4]([Br:9])[C:3]=1[O:10][CH3:11].[N+:12]([O-])([OH:14])=[O:13]. The catalyst is OS(O)(=O)=O. The product is [Br:1][C:2]1[CH:7]=[C:6]([F:8])[C:5]([N+:12]([O-:14])=[O:13])=[C:4]([Br:9])[C:3]=1[O:10][CH3:11]. The yield is 0.950. (3) The reactants are [F:1][C:2]1[C:7]([C:8]2[C:15]([N+:16]([O-])=O)=[CH:14][C:11]([C:12]#[N:13])=[CH:10][C:9]=2[N+:19]([O-])=O)=[CH:6][C:5]([CH3:22])=[CH:4][N:3]=1.O. The catalyst is CC(O)=O.[Fe]. The product is [NH2:19][C:9]1[CH:10]=[C:11]([CH:14]=[C:15]([NH2:16])[C:8]=1[C:7]1[C:2]([F:1])=[N:3][CH:4]=[C:5]([CH3:22])[CH:6]=1)[C:12]#[N:13]. The yield is 0.660. (4) The reactants are C(N(CC)CC)C.[Cl:8][C:9]1[CH:14]=[CH:13][CH:12]=[C:11]([F:15])[C:10]=1[C:16]1[C:20]([C:21](Cl)=[O:22])=[C:19]([CH3:24])[O:18][N:17]=1.[CH3:25][O:26][C:27]([N:29]1[CH2:34][CH2:33][CH2:32][CH:31]([NH2:35])[CH2:30]1)=[O:28]. The catalyst is CN(C)C1C=CN=CC=1.ClCCl. The product is [CH3:25][O:26][C:27]([N:29]1[CH2:34][CH2:33][CH2:32][CH:31]([NH:35][C:21]([C:20]2[C:16]([C:10]3[C:11]([F:15])=[CH:12][CH:13]=[CH:14][C:9]=3[Cl:8])=[N:17][O:18][C:19]=2[CH3:24])=[O:22])[CH2:30]1)=[O:28]. The yield is 0.900. (5) The reactants are [F:1][C:2]1[CH:3]=[C:4]([NH2:10])[C:5]([NH2:9])=[CH:6][C:7]=1[F:8].C(N(CC)CC)C.O=[S:19](Cl)Cl. The catalyst is ClCCl. The product is [F:1][C:2]1[C:7]([F:8])=[CH:6][C:5]2[C:4]([CH:3]=1)=[N:10][S:19][N:9]=2. The yield is 0.580. (6) The reactants are [CH:1]1([C@H:4]2[C@H:13]([CH3:14])[C@@H:12]([NH:15][C:16](=[O:25])[O:17][CH2:18][C:19]3[CH:24]=[CH:23][CH:22]=[CH:21][CH:20]=3)[C:11]3[C:6](=[CH:7][CH:8]=[C:9]([O:26][CH:27]4[CH2:31][CH2:30][O:29][CH2:28]4)[CH:10]=3)[NH:5]2)[CH2:3][CH2:2]1.CCN(C(C)C)C(C)C.[C:41](Cl)(=[O:43])[CH3:42]. The catalyst is ClCCl. The product is [C:41]([N:5]1[C:6]2[C:11](=[CH:10][C:9]([O:26][CH:27]3[CH2:31][CH2:30][O:29][CH2:28]3)=[CH:8][CH:7]=2)[C@H:12]([NH:15][C:16](=[O:25])[O:17][CH2:18][C:19]2[CH:20]=[CH:21][CH:22]=[CH:23][CH:24]=2)[C@@H:13]([CH3:14])[C@@H:4]1[CH:1]1[CH2:3][CH2:2]1)(=[O:43])[CH3:42]. The yield is 0.940. (7) The reactants are [CH2:1]([NH:3][C:4]1[C:9](I)=[C:8]([CH3:11])[N:7]=[C:6]([NH2:12])[N:5]=1)[CH3:2].[C:13]([O:17][CH2:18][CH3:19])(=[O:16])[CH:14]=[CH2:15].C(N([CH2:25][CH3:26])CC)C.[OH2:27]. The catalyst is CN(C=O)C.C1C=CC([P]([Pd]([P](C2C=CC=CC=2)(C2C=CC=CC=2)C2C=CC=CC=2)([P](C2C=CC=CC=2)(C2C=CC=CC=2)C2C=CC=CC=2)[P](C2C=CC=CC=2)(C2C=CC=CC=2)C2C=CC=CC=2)(C2C=CC=CC=2)C2C=CC=CC=2)=CC=1. The product is [NH2:12][C:6]1[N:7]=[C:8]([CH3:11])[C:9](/[CH:15]=[CH:14]/[C:13]([O:17][CH2:18][CH3:19])=[O:16])=[C:4]([NH:3][CH:1]2[CH2:26][CH2:25][O:27][CH2:2]2)[N:5]=1. The yield is 0.880. (8) The reactants are [CH2:1]([O:8][C:9]([N:11]1[CH2:14][CH:13]([C:15]([OH:17])=[O:16])[CH2:12]1)=[O:10])[C:2]1[CH:7]=[CH:6][CH:5]=[CH:4][CH:3]=1.[CH3:18][Si](C=[N+]=[N-])(C)C. The catalyst is CO.C1(C)C=CC=CC=1. The product is [CH2:1]([O:8][C:9]([N:11]1[CH2:12][CH:13]([C:15]([O:17][CH3:18])=[O:16])[CH2:14]1)=[O:10])[C:2]1[CH:3]=[CH:4][CH:5]=[CH:6][CH:7]=1. The yield is 0.960. (9) The reactants are Br[C:2]1[CH:3]=[C:4]([CH:8]2[C:17]([CH3:19])([CH3:18])[CH2:16][C:15]3[C:10](=[CH:11][CH:12]=[C:13]([C:20]([OH:22])=[O:21])[CH:14]=3)[NH:9]2)[CH:5]=[CH:6][CH:7]=1.[NH2:23][C:24]1([C:27]([OH:29])=[O:28])[CH2:26][CH2:25]1.Cl.CN(C)CC(O)=O.C(=O)([O-])[O-].[K+].[K+]. The catalyst is CS(C)=O.[Cu]I. The product is [C:27]([C:24]1([NH:23][C:2]2[CH:3]=[C:4]([CH:8]3[C:17]([CH3:19])([CH3:18])[CH2:16][C:15]4[C:10](=[CH:11][CH:12]=[C:13]([C:20]([OH:22])=[O:21])[CH:14]=4)[NH:9]3)[CH:5]=[CH:6][CH:7]=2)[CH2:26][CH2:25]1)([OH:29])=[O:28]. The yield is 0.770. (10) The reactants are [F-].[Cs+].[CH:3]([C:5]1[S:9][C:8]([CH2:10][CH2:11][CH2:12][C:13]([O:15][CH3:16])=[O:14])=[CH:7][CH:6]=1)=[O:4].[F:17][C:18]([Si](C)(C)C)([F:20])[F:19]. The catalyst is COCCOC. The product is [F:17][C:18]([F:20])([F:19])[CH:3]([C:5]1[S:9][C:8]([CH2:10][CH2:11][CH2:12][C:13]([O:15][CH3:16])=[O:14])=[CH:7][CH:6]=1)[OH:4]. The yield is 0.470.